From a dataset of Catalyst prediction with 721,799 reactions and 888 catalyst types from USPTO. Predict which catalyst facilitates the given reaction. (1) Reactant: O.O.O.[CH3:4][C@H:5]1[N:10]([CH2:11][C:12]([F:15])([F:14])[F:13])[C:9](=[O:16])[C@@H:8]([NH:17][C:18]([C:20]2[CH:21]=[C:22]3[CH2:37][C@@:27]4([C:35]5[C:30](=[N:31][CH:32]=[CH:33][CH:34]=5)[NH:29][C:28]4=[O:36])[CH2:26][C:23]3=[N:24][CH:25]=2)=[O:19])[CH2:7][C@H:6]1[C:38]1[CH:43]=[CH:42][CH:41]=[CH:40][CH:39]=1.O.[C:45]([OH:54])(=[O:53])[C@@H:46]([C@H:48]([C:50]([OH:52])=[O:51])[OH:49])[OH:47]. Product: [C:45]([OH:54])(=[O:53])[C@@H:46]([C@H:48]([C:50]([OH:52])=[O:51])[OH:49])[OH:47].[CH3:4][C@H:5]1[N:10]([CH2:11][C:12]([F:15])([F:13])[F:14])[C:9](=[O:16])[C@@H:8]([NH:17][C:18]([C:20]2[CH:21]=[C:22]3[CH2:37][C@@:27]4([C:35]5[C:30](=[N:31][CH:32]=[CH:33][CH:34]=5)[NH:29][C:28]4=[O:36])[CH2:26][C:23]3=[N:24][CH:25]=2)=[O:19])[CH2:7][C@H:6]1[C:38]1[CH:39]=[CH:40][CH:41]=[CH:42][CH:43]=1. The catalyst class is: 10. (2) Reactant: [CH2:1]([O:3][C:4]([C:6]1[C:7]2[CH:18]=[C:17](CC3C=CC=CC=3)[CH:16]=[C:15]([OH:26])[C:8]=2[S:9][C:10]=1[NH:11]C(=O)C)=[O:5])[CH3:2].OS(O)(=O)=O. Product: [CH2:1]([O:3][C:4]([C:6]1[C:7]2[CH:18]=[CH:17][C:16]([CH2:6][C:7]3[CH:18]=[CH:17][CH:16]=[CH:15][CH:8]=3)=[C:15]([OH:26])[C:8]=2[S:9][C:10]=1[NH2:11])=[O:5])[CH3:2]. The catalyst class is: 5.